Regression. Given two drug SMILES strings and cell line genomic features, predict the synergy score measuring deviation from expected non-interaction effect. From a dataset of NCI-60 drug combinations with 297,098 pairs across 59 cell lines. (1) Drug 1: C1=CC(=CC=C1CCC2=CNC3=C2C(=O)NC(=N3)N)C(=O)NC(CCC(=O)O)C(=O)O. Drug 2: C(CCl)NC(=O)N(CCCl)N=O. Cell line: K-562. Synergy scores: CSS=17.9, Synergy_ZIP=-5.91, Synergy_Bliss=-11.1, Synergy_Loewe=-16.3, Synergy_HSA=-10.1. (2) Drug 1: CS(=O)(=O)CCNCC1=CC=C(O1)C2=CC3=C(C=C2)N=CN=C3NC4=CC(=C(C=C4)OCC5=CC(=CC=C5)F)Cl. Drug 2: C1CN(CCN1C(=O)CCBr)C(=O)CCBr. Cell line: MCF7. Synergy scores: CSS=14.5, Synergy_ZIP=-5.42, Synergy_Bliss=1.88, Synergy_Loewe=2.76, Synergy_HSA=3.56. (3) Drug 1: CC1C(C(=O)NC(C(=O)N2CCCC2C(=O)N(CC(=O)N(C(C(=O)O1)C(C)C)C)C)C(C)C)NC(=O)C3=C4C(=C(C=C3)C)OC5=C(C(=O)C(=C(C5=N4)C(=O)NC6C(OC(=O)C(N(C(=O)CN(C(=O)C7CCCN7C(=O)C(NC6=O)C(C)C)C)C)C(C)C)C)N)C. Drug 2: CC1=C(C=C(C=C1)C(=O)NC2=CC(=CC(=C2)C(F)(F)F)N3C=C(N=C3)C)NC4=NC=CC(=N4)C5=CN=CC=C5. Cell line: SK-MEL-5. Synergy scores: CSS=4.89, Synergy_ZIP=0.960, Synergy_Bliss=4.96, Synergy_Loewe=2.75, Synergy_HSA=2.46. (4) Drug 1: C1=CC(=C2C(=C1NCCNCCO)C(=O)C3=C(C=CC(=C3C2=O)O)O)NCCNCCO. Drug 2: C1=NC2=C(N1)C(=S)N=CN2. Cell line: SR. Synergy scores: CSS=71.4, Synergy_ZIP=-2.53, Synergy_Bliss=-6.13, Synergy_Loewe=-7.26, Synergy_HSA=-3.79. (5) Drug 1: CC1CCC2CC(C(=CC=CC=CC(CC(C(=O)C(C(C(=CC(C(=O)CC(OC(=O)C3CCCCN3C(=O)C(=O)C1(O2)O)C(C)CC4CCC(C(C4)OC)O)C)C)O)OC)C)C)C)OC. Drug 2: CCN(CC)CCNC(=O)C1=C(NC(=C1C)C=C2C3=C(C=CC(=C3)F)NC2=O)C. Cell line: A498. Synergy scores: CSS=6.33, Synergy_ZIP=-0.447, Synergy_Bliss=2.31, Synergy_Loewe=1.93, Synergy_HSA=1.99. (6) Cell line: SNB-19. Synergy scores: CSS=12.1, Synergy_ZIP=-0.452, Synergy_Bliss=2.49, Synergy_Loewe=-11.4, Synergy_HSA=-2.92. Drug 2: CC1=C2C(C(=O)C3(C(CC4C(C3C(C(C2(C)C)(CC1OC(=O)C(C(C5=CC=CC=C5)NC(=O)C6=CC=CC=C6)O)O)OC(=O)C7=CC=CC=C7)(CO4)OC(=O)C)O)C)OC(=O)C. Drug 1: CC1CCC2CC(C(=CC=CC=CC(CC(C(=O)C(C(C(=CC(C(=O)CC(OC(=O)C3CCCCN3C(=O)C(=O)C1(O2)O)C(C)CC4CCC(C(C4)OC)O)C)C)O)OC)C)C)C)OC. (7) Drug 2: CC1C(C(CC(O1)OC2CC(OC(C2O)C)OC3=CC4=CC5=C(C(=O)C(C(C5)C(C(=O)C(C(C)O)O)OC)OC6CC(C(C(O6)C)O)OC7CC(C(C(O7)C)O)OC8CC(C(C(O8)C)O)(C)O)C(=C4C(=C3C)O)O)O)O. Drug 1: CN1CCC(CC1)COC2=C(C=C3C(=C2)N=CN=C3NC4=C(C=C(C=C4)Br)F)OC. Cell line: SK-MEL-28. Synergy scores: CSS=13.8, Synergy_ZIP=33.6, Synergy_Bliss=35.4, Synergy_Loewe=30.3, Synergy_HSA=31.1. (8) Drug 1: C1C(C(OC1N2C=C(C(=O)NC2=O)F)CO)O. Drug 2: C1C(C(OC1N2C=NC3=C(N=C(N=C32)Cl)N)CO)O. Cell line: M14. Synergy scores: CSS=29.3, Synergy_ZIP=-1.43, Synergy_Bliss=3.34, Synergy_Loewe=-4.40, Synergy_HSA=3.03. (9) Drug 1: CC12CCC3C(C1CCC2O)C(CC4=C3C=CC(=C4)O)CCCCCCCCCS(=O)CCCC(C(F)(F)F)(F)F. Drug 2: CC1C(C(CC(O1)OC2CC(CC3=C2C(=C4C(=C3O)C(=O)C5=C(C4=O)C(=CC=C5)OC)O)(C(=O)CO)O)N)O.Cl. Cell line: NCI/ADR-RES. Synergy scores: CSS=10.0, Synergy_ZIP=-4.11, Synergy_Bliss=0.122, Synergy_Loewe=-0.816, Synergy_HSA=-0.822. (10) Drug 1: COC1=NC(=NC2=C1N=CN2C3C(C(C(O3)CO)O)O)N. Drug 2: C1=NNC2=C1C(=O)NC=N2. Cell line: SN12C. Synergy scores: CSS=-0.299, Synergy_ZIP=-1.02, Synergy_Bliss=-3.58, Synergy_Loewe=-0.541, Synergy_HSA=-3.10.